Dataset: Cav3 T-type calcium channel HTS with 100,875 compounds. Task: Binary Classification. Given a drug SMILES string, predict its activity (active/inactive) in a high-throughput screening assay against a specified biological target. (1) The result is 0 (inactive). The molecule is S(CCOc1cc(OCCC)ccc1)c1[nH]c(cc(=O)n1)C. (2) The compound is O1C(CCC1)C(=O)Nc1ccc(cc1)C(=O)NCCCC. The result is 0 (inactive). (3) The compound is Clc1c(NC(=O)c2c(N3CCOCC3)ccc(S(=O)(=O)N3CCCCC3)c2)cccc1. The result is 1 (active).